From a dataset of NCI-60 drug combinations with 297,098 pairs across 59 cell lines. Regression. Given two drug SMILES strings and cell line genomic features, predict the synergy score measuring deviation from expected non-interaction effect. (1) Drug 1: CS(=O)(=O)C1=CC(=C(C=C1)C(=O)NC2=CC(=C(C=C2)Cl)C3=CC=CC=N3)Cl. Drug 2: CCC(=C(C1=CC=CC=C1)C2=CC=C(C=C2)OCCN(C)C)C3=CC=CC=C3.C(C(=O)O)C(CC(=O)O)(C(=O)O)O. Cell line: HT29. Synergy scores: CSS=16.1, Synergy_ZIP=-0.350, Synergy_Bliss=6.16, Synergy_Loewe=1.49, Synergy_HSA=2.04. (2) Drug 1: C1=CC=C(C=C1)NC(=O)CCCCCCC(=O)NO. Drug 2: C(CN)CNCCSP(=O)(O)O. Cell line: SK-MEL-5. Synergy scores: CSS=22.6, Synergy_ZIP=-6.20, Synergy_Bliss=1.18, Synergy_Loewe=-19.8, Synergy_HSA=-1.41.